This data is from NCI-60 drug combinations with 297,098 pairs across 59 cell lines. The task is: Regression. Given two drug SMILES strings and cell line genomic features, predict the synergy score measuring deviation from expected non-interaction effect. (1) Drug 1: COC1=C(C=C2C(=C1)N=CN=C2NC3=CC(=C(C=C3)F)Cl)OCCCN4CCOCC4. Drug 2: C1=CN(C=N1)CC(O)(P(=O)(O)O)P(=O)(O)O. Cell line: NCI-H460. Synergy scores: CSS=14.3, Synergy_ZIP=-5.83, Synergy_Bliss=-4.04, Synergy_Loewe=-10.3, Synergy_HSA=-5.27. (2) Drug 1: CC(CN1CC(=O)NC(=O)C1)N2CC(=O)NC(=O)C2. Drug 2: CCC1(CC2CC(C3=C(CCN(C2)C1)C4=CC=CC=C4N3)(C5=C(C=C6C(=C5)C78CCN9C7C(C=CC9)(C(C(C8N6C=O)(C(=O)OC)O)OC(=O)C)CC)OC)C(=O)OC)O.OS(=O)(=O)O. Cell line: UO-31. Synergy scores: CSS=14.4, Synergy_ZIP=-5.12, Synergy_Bliss=-0.803, Synergy_Loewe=0.936, Synergy_HSA=0.643.